Dataset: NCI-60 drug combinations with 297,098 pairs across 59 cell lines. Task: Regression. Given two drug SMILES strings and cell line genomic features, predict the synergy score measuring deviation from expected non-interaction effect. (1) Drug 1: COC1=CC(=CC(=C1O)OC)C2C3C(COC3=O)C(C4=CC5=C(C=C24)OCO5)OC6C(C(C7C(O6)COC(O7)C8=CC=CS8)O)O. Drug 2: CC1=C(C=C(C=C1)NC(=O)C2=CC=C(C=C2)CN3CCN(CC3)C)NC4=NC=CC(=N4)C5=CN=CC=C5. Cell line: EKVX. Synergy scores: CSS=35.5, Synergy_ZIP=-0.701, Synergy_Bliss=2.36, Synergy_Loewe=-16.2, Synergy_HSA=2.71. (2) Drug 1: CCC(=C(C1=CC=CC=C1)C2=CC=C(C=C2)OCCN(C)C)C3=CC=CC=C3.C(C(=O)O)C(CC(=O)O)(C(=O)O)O. Drug 2: COC1=C2C(=CC3=C1OC=C3)C=CC(=O)O2. Cell line: MALME-3M. Synergy scores: CSS=-4.26, Synergy_ZIP=-0.232, Synergy_Bliss=-5.48, Synergy_Loewe=-7.44, Synergy_HSA=-6.59. (3) Drug 1: CC1=C2C(C(=O)C3(C(CC4C(C3C(C(C2(C)C)(CC1OC(=O)C(C(C5=CC=CC=C5)NC(=O)OC(C)(C)C)O)O)OC(=O)C6=CC=CC=C6)(CO4)OC(=O)C)O)C)O. Drug 2: C(CN)CNCCSP(=O)(O)O. Cell line: MDA-MB-231. Synergy scores: CSS=15.6, Synergy_ZIP=-4.17, Synergy_Bliss=-1.86, Synergy_Loewe=-23.7, Synergy_HSA=-1.16.